Predict the reactants needed to synthesize the given product. From a dataset of Full USPTO retrosynthesis dataset with 1.9M reactions from patents (1976-2016). (1) Given the product [CH3:46][C:36]1[CH:41]=[CH:40][C:39]([S:42]([O:19][CH2:18][C@H:2]([OH:1])[CH2:3][CH2:4][N:5]2[C:10](=[O:11])[CH:9]=[N:8][C:7]3[CH:12]=[CH:13][C:14]([O:16][CH3:17])=[N:15][C:6]2=3)(=[O:44])=[O:43])=[CH:38][CH:37]=1, predict the reactants needed to synthesize it. The reactants are: [OH:1][C@@H:2]([CH2:18][OH:19])[CH2:3][CH2:4][N:5]1[C:10](=[O:11])[CH:9]=[N:8][C:7]2[CH:12]=[CH:13][C:14]([O:16][CH3:17])=[N:15][C:6]1=2.C(N(CC)CC)C.CN(C1C=CC=CN=1)C.[C:36]1([CH3:46])[CH:41]=[CH:40][C:39]([S:42](Cl)(=[O:44])=[O:43])=[CH:38][CH:37]=1. (2) Given the product [C:18]([O:21][CH2:22][C:23]1[C:24]([N:38]2[CH2:50][CH2:49][N:41]3[C:42]4[CH2:43][CH2:44][CH2:45][CH2:46][C:47]=4[CH:48]=[C:40]3[C:39]2=[O:51])=[CH:25][CH:26]=[CH:27][C:28]=1[C:2]1[CH:3]=[C:4]([NH:10][C:11]2[CH:15]=[C:14]([CH3:16])[N:13]([CH3:17])[N:12]=2)[C:5](=[O:9])[N:6]([CH3:8])[CH:7]=1)(=[O:20])[CH3:19], predict the reactants needed to synthesize it. The reactants are: Br[C:2]1[CH:3]=[C:4]([NH:10][C:11]2[CH:15]=[C:14]([CH3:16])[N:13]([CH3:17])[N:12]=2)[C:5](=[O:9])[N:6]([CH3:8])[CH:7]=1.[C:18]([O:21][CH2:22][C:23]1[C:28](B2OC(C)(C)C(C)(C)O2)=[CH:27][CH:26]=[CH:25][C:24]=1[N:38]1[CH2:50][CH2:49][N:41]2[C:42]3[CH2:43][CH2:44][CH2:45][CH2:46][C:47]=3[CH:48]=[C:40]2[C:39]1=[O:51])(=[O:20])[CH3:19].CC(O[Na])=O.[O-]P([O-])([O-])=O.[K+].[K+].[K+]. (3) The reactants are: [CH:1]1([N:5]2[CH2:11][CH2:10][CH2:9][N:8]([C:12]([CH:14]3[CH2:17][N:16]([C:18]([NH:20][CH2:21][CH:22]4[CH2:27][CH2:26][CH2:25][CH2:24][CH2:23]4)=[O:19])[CH2:15]3)=[O:13])[CH2:7][CH2:6]2)[CH2:4][CH2:3][CH2:2]1.[H-].[Na+].[CH3:30]I. Given the product [CH:1]1([N:5]2[CH2:11][CH2:10][CH2:9][N:8]([C:12]([CH:14]3[CH2:15][N:16]([C:18]([N:20]([CH2:21][CH:22]4[CH2:27][CH2:26][CH2:25][CH2:24][CH2:23]4)[CH3:30])=[O:19])[CH2:17]3)=[O:13])[CH2:7][CH2:6]2)[CH2:2][CH2:3][CH2:4]1, predict the reactants needed to synthesize it. (4) The reactants are: [C:1]1([C:19]2[CH:24]=[CH:23][CH:22]=[CH:21][CH:20]=2)[CH:6]=[CH:5][C:4]([C:7]([N:9]2[CH2:17][C@H:16]([OH:18])[CH2:15][C@H:10]2[C:11]([O:13][CH3:14])=[O:12])=[O:8])=[CH:3][CH:2]=1.[CH3:25][C:26]([Si:29](Cl)([CH3:31])[CH3:30])([CH3:28])[CH3:27]. Given the product [C:1]1([C:19]2[CH:24]=[CH:23][CH:22]=[CH:21][CH:20]=2)[CH:2]=[CH:3][C:4]([C:7]([N:9]2[CH2:17][C@H:16]([O:18][Si:29]([C:26]([CH3:28])([CH3:27])[CH3:25])([CH3:31])[CH3:30])[CH2:15][C@H:10]2[C:11]([O:13][CH3:14])=[O:12])=[O:8])=[CH:5][CH:6]=1, predict the reactants needed to synthesize it. (5) Given the product [CH3:63][O:62][C:56]1[CH:55]=[C:54]([CH2:53][N:9]2[C:10]3[C:6](=[C:5]([O:4][CH3:3])[CH:13]=[CH:12][CH:11]=3)[C:7]([NH2:14])=[N:8]2)[CH:59]=[CH:58][C:57]=1[O:60][CH3:61], predict the reactants needed to synthesize it. The reactants are: [OH-].[K+].[CH3:3][O:4][C:5]1[CH:13]=[CH:12][CH:11]=[C:10]2[C:6]=1[C:7]([NH2:14])=[N:8][NH:9]2.ClC1SC(S(N(S(C2SC(Cl)=CC=2)(=O)=O)C2C3C(=CC=CC=3OC)N(C(OC(C)(C)C)=O)N=2)(=O)=O)=CC=1.Cl[CH2:53][C:54]1[CH:59]=[CH:58][C:57]([O:60][CH3:61])=[C:56]([O:62][CH3:63])[CH:55]=1. (6) Given the product [Br:1][C:2]1[CH:3]=[N:4][C:5]([O:9][C:10]2[CH:11]=[C:12]([CH:16]3[CH2:17][C:18]4([CH2:20][CH2:21][N:22]([C:25]([NH:45][C:41]5[N:40]=[N:39][CH:44]=[CH:43][CH:42]=5)=[O:26])[CH2:23][CH2:24]4)[CH2:19]3)[CH:13]=[CH:14][CH:15]=2)=[N:6][CH:7]=1, predict the reactants needed to synthesize it. The reactants are: [Br:1][C:2]1[CH:3]=[N:4][C:5](Cl)=[N:6][CH:7]=1.[OH:9][C:10]1[CH:11]=[C:12]([CH:16]2[CH2:19][C:18]3([CH2:24][CH2:23][N:22]([C:25](OC(C)(C)C)=[O:26])[CH2:21][CH2:20]3)[CH2:17]2)[CH:13]=[CH:14][CH:15]=1.C(=O)([O-])[O-].[Cs+].[Cs+].Cl.[N:39]1[CH:44]=[CH:43][CH:42]=[C:41]([NH:45]C(=O)OC2C=CC=CC=2)[N:40]=1.CCN(C(C)C)C(C)C. (7) Given the product [C:3]([NH:15][NH2:16])(=[O:2])[CH2:4][CH2:5][CH2:6][CH2:7][CH2:8][CH2:9][CH2:10][CH2:11][CH3:12], predict the reactants needed to synthesize it. The reactants are: C[O:2][C:3](=O)[CH2:4][CH2:5][CH2:6][CH2:7][CH2:8][CH2:9][CH2:10][CH2:11][CH3:12].O.[NH2:15][NH2:16].